Dataset: Full USPTO retrosynthesis dataset with 1.9M reactions from patents (1976-2016). Task: Predict the reactants needed to synthesize the given product. (1) Given the product [NH2:23][C:12]1[N:13]=[C:14]([N:17]2[CH2:18][CH2:19][N:20]([C:32](=[O:33])[CH2:31][O:30][C:29]3[CH:35]=[CH:36][C:26]([O:25][CH3:24])=[CH:27][CH:28]=3)[CH2:21][CH2:22]2)[C:15]2[N:16]=[C:8]([C:5]3[CH:6]=[CH:7][C:2]([Cl:1])=[CH:3][CH:4]=3)[S:9][C:10]=2[N:11]=1, predict the reactants needed to synthesize it. The reactants are: [Cl:1][C:2]1[CH:7]=[CH:6][C:5]([C:8]2[S:9][C:10]3[N:11]=[C:12]([NH2:23])[N:13]=[C:14]([N:17]4[CH2:22][CH2:21][NH:20][CH2:19][CH2:18]4)[C:15]=3[N:16]=2)=[CH:4][CH:3]=1.[CH3:24][O:25][C:26]1[CH:36]=[CH:35][C:29]([O:30][CH2:31][C:32](O)=[O:33])=[CH:28][CH:27]=1. (2) Given the product [CH2:6]([O:5][C:3](=[O:4])[CH2:2][O:16][C:12]1[C:13]([CH3:15])=[CH:14][C:9]([Br:8])=[CH:10][C:11]=1[CH3:17])[CH3:7], predict the reactants needed to synthesize it. The reactants are: Br[CH2:2][C:3]([O:5][CH2:6][CH3:7])=[O:4].[Br:8][C:9]1[CH:14]=[C:13]([CH3:15])[C:12]([OH:16])=[C:11]([CH3:17])[CH:10]=1.C([O-])(=O)C.[K+].O. (3) Given the product [C:30]1([CH:7]([C:1]2[CH:6]=[CH:5][CH:4]=[CH:3][CH:2]=2)[CH2:8][NH:9][C:10]2[N:18]=[C:17]([C:19]([O:21][CH2:22][CH3:23])=[O:20])[N:16]=[C:15]3[C:11]=2[N:12]=[CH:13][NH:14]3)[CH:31]=[CH:32][CH:33]=[CH:34][CH:35]=1, predict the reactants needed to synthesize it. The reactants are: [C:1]1([CH:7]([C:30]2[CH:35]=[CH:34][CH:33]=[CH:32][CH:31]=2)[CH2:8][NH:9][C:10]2[N:18]=[C:17]([C:19]([O:21][CH2:22][CH3:23])=[O:20])[N:16]=[C:15]3[C:11]=2[N:12]=[CH:13][N:14]3C2CCCCO2)[CH:6]=[CH:5][CH:4]=[CH:3][CH:2]=1.FC(F)(F)C(O)=O.